Predict the reactants needed to synthesize the given product. From a dataset of Full USPTO retrosynthesis dataset with 1.9M reactions from patents (1976-2016). (1) Given the product [CH2:7]([C:6]1[N:5]([S:9]([N:12]([CH3:14])[CH3:13])(=[O:11])=[O:10])[N:4]=[CH:3][C:2]=1[B:18]1[O:19][C:20]([CH3:22])([CH3:21])[C:16]([CH3:32])([CH3:15])[O:17]1)[CH3:8], predict the reactants needed to synthesize it. The reactants are: Br[C:2]1[CH:3]=[N:4][N:5]([S:9]([N:12]([CH3:14])[CH3:13])(=[O:11])=[O:10])[C:6]=1[CH2:7][CH3:8].[CH3:15][C:16]1([CH3:32])[C:20]([CH3:22])([CH3:21])[O:19][B:18]([B:18]2[O:19][C:20]([CH3:22])([CH3:21])[C:16]([CH3:32])([CH3:15])[O:17]2)[O:17]1.C([O-])(=O)C.[K+]. (2) The reactants are: [C:1]([O:5][C:6](=[O:18])[NH:7][CH:8]([CH3:17])[CH2:9][C:10]1[CH:15]=[CH:14][CH:13]=[C:12](Br)[CH:11]=1)([CH3:4])([CH3:3])[CH3:2].[C-:19]#[N:20].[Na+].[I-].[K+]. Given the product [C:1]([O:5][C:6](=[O:18])[NH:7][CH:8]([CH3:17])[CH2:9][C:10]1[CH:15]=[CH:14][CH:13]=[C:12]([C:19]#[N:20])[CH:11]=1)([CH3:4])([CH3:3])[CH3:2], predict the reactants needed to synthesize it. (3) Given the product [C:8]1(=[O:18])[N:12]([CH2:2][CH2:3][O:4][CH2:5][CH2:6][OH:7])[C:11](=[O:13])[C:10]2=[CH:14][CH:15]=[CH:16][CH:17]=[C:9]12, predict the reactants needed to synthesize it. The reactants are: Cl[CH2:2][CH2:3][O:4][CH2:5][CH2:6][OH:7].[C:8]1(=[O:18])[NH:12][C:11](=[O:13])[C:10]2=[CH:14][CH:15]=[CH:16][CH:17]=[C:9]12.[K].